This data is from Catalyst prediction with 721,799 reactions and 888 catalyst types from USPTO. The task is: Predict which catalyst facilitates the given reaction. (1) Reactant: [Al+3].[Cl-].[Cl-].[Cl-].[Br:5][C:6]1[CH:29]=[CH:28][C:9]([CH2:10][N:11]([CH2:22][CH:23](OC)OC)S(C2C=CC(C)=CC=2)(=O)=O)=[CH:8][CH:7]=1. Product: [Br:5][C:6]1[CH:29]=[C:28]2[C:9](=[CH:8][CH:7]=1)[CH:10]=[N:11][CH:22]=[CH:23]2. The catalyst class is: 4. (2) Reactant: [NH2:1][C:2]1[N:7]=[C:6]([C:8]2[CH:13]=[C:12]([CH2:14][CH:15]=[CH2:16])[C:11]([OH:17])=[CH:10][C:9]=2[O:18][CH3:19])[CH:5]=[CH:4][CH:3]=1. Product: [NH2:1][C:2]1[N:7]=[C:6]([C:8]2[CH:13]=[C:12]([CH2:14][CH2:15][CH3:16])[C:11]([OH:17])=[CH:10][C:9]=2[O:18][CH3:19])[CH:5]=[CH:4][CH:3]=1. The catalyst class is: 8. (3) Product: [Br:1][C:2]1[CH:10]=[CH:9][CH:8]=[C:7]2[C:3]=1[CH2:4][C:5](=[O:13])[NH:6]2. Reactant: [Br:1][C:2]1[CH:10]=[CH:9][CH:8]=[C:7]2[C:3]=1[CH:4]=[CH:5][NH:6]2.[OH-].[K+].[O-:13]S([O-])=O.[Na+].[Na+].C(OCC)(=O)C. The catalyst class is: 3. (4) Reactant: COC1C=CC(C[NH:8][C:9]2[C:14]([N+:15]([O-:17])=[O:16])=[CH:13][CH:12]=[C:11]([O:18][C:19]3[CH:24]=[CH:23][CH:22]=[CH:21][CH:20]=3)[N:10]=2)=CC=1.FC(F)(F)C(O)=O. Product: [N+:15]([C:14]1[C:9]([NH2:8])=[N:10][C:11]([O:18][C:19]2[CH:24]=[CH:23][CH:22]=[CH:21][CH:20]=2)=[CH:12][CH:13]=1)([O-:17])=[O:16]. The catalyst class is: 93. (5) Reactant: [Cl:1][C:2]1[CH:3]=[C:4]([CH:33]=[CH:34][CH:35]=1)[CH2:5][NH:6][C:7]([C:9]1[N:10]([CH2:27][CH:28]([O:31][CH3:32])[O:29][CH3:30])[CH:11]=[C:12]([C:24]([CH3:26])=[CH2:25])[C:13](=[O:23])[C:14]=1[O:15]CC1C=CC=CC=1)=[O:8].[H][H]. Product: [Cl:1][C:2]1[CH:3]=[C:4]([CH:33]=[CH:34][CH:35]=1)[CH2:5][NH:6][C:7]([C:9]1[N:10]([CH2:27][CH:28]([O:31][CH3:32])[O:29][CH3:30])[CH:11]=[C:12]([CH:24]([CH3:25])[CH3:26])[C:13](=[O:23])[C:14]=1[OH:15])=[O:8]. The catalyst class is: 129. (6) The catalyst class is: 38. Product: [CH:1]1([NH:4][C:12]2[N:17]3[N:18]=[CH:19][C:20]([CH:21]=[O:22])=[C:16]3[N:15]=[C:14]([C:23]3[CH:28]=[CH:27][CH:26]=[C:25]([CH2:29][OH:30])[CH:24]=3)[CH:13]=2)[CH2:2][CH2:3]1. Reactant: [CH:1]1([N:4]([C:12]2[N:17]3[N:18]=[CH:19][C:20]([CH:21]=[O:22])=[C:16]3[N:15]=[C:14]([C:23]3[CH:28]=[CH:27][CH:26]=[C:25]([CH2:29][OH:30])[CH:24]=3)[CH:13]=2)C(=O)OC(C)(C)C)[CH2:3][CH2:2]1.Cl.[OH-].[Na+].